Dataset: Catalyst prediction with 721,799 reactions and 888 catalyst types from USPTO. Task: Predict which catalyst facilitates the given reaction. (1) Reactant: [CH3:1][S:2]([N:5]1[CH2:10][CH2:9][NH:8][CH2:7][CH2:6]1)(=[O:4])=[O:3].F[C:12]1[CH:17]=[C:16]([N+:18]([O-:20])=[O:19])[CH:15]=[C:14]([I:21])[CH:13]=1. Product: [I:21][C:14]1[CH:13]=[C:12]([N:8]2[CH2:9][CH2:10][N:5]([S:2]([CH3:1])(=[O:4])=[O:3])[CH2:6][CH2:7]2)[CH:17]=[C:16]([N+:18]([O-:20])=[O:19])[CH:15]=1. The catalyst class is: 148. (2) Reactant: [NH:1]1[C:9]2[C:4](=[CH:5][C:6]([NH:10][C:11]3[C:12]4[C:19]5[CH2:20][CH2:21][CH:22]([C:24]([OH:26])=O)[CH2:23][C:18]=5[S:17][C:13]=4[N:14]=[CH:15][N:16]=3)=[CH:7][CH:8]=2)[CH:3]=[N:2]1.[CH3:27][O:28][C:29]1[CH:35]=[CH:34][C:32]([NH2:33])=[CH:31][CH:30]=1.C(N(CC)C(C)C)(C)C.C(P1(=O)OP(CCC)(=O)OP(CCC)(=O)O1)CC.C(P(OP(CCC)=O)=O)CC. Product: [NH:1]1[C:9]2[C:4](=[CH:5][C:6]([NH:10][C:11]3[C:12]4[C:19]5[CH2:20][CH2:21][CH:22]([C:24]([NH:33][C:32]6[CH:34]=[CH:35][C:29]([O:28][CH3:27])=[CH:30][CH:31]=6)=[O:26])[CH2:23][C:18]=5[S:17][C:13]=4[N:14]=[CH:15][N:16]=3)=[CH:7][CH:8]=2)[CH:3]=[N:2]1. The catalyst class is: 42. (3) Reactant: [CH3:1][O:2][C:3]1[CH:4]=[CH:5][C:6]2[NH:12][C:11](=[O:13])[N:10]([CH:14]3[CH2:19][CH2:18][NH:17][CH2:16][CH2:15]3)[CH2:9][CH2:8][C:7]=2[CH:20]=1.[Cl:21][C:22]1[N:27]=[C:26]([C:28]([C:30]2[CH:39]=[C:38]([CH3:40])[C:33]3[NH:34][C:35](=[O:37])[O:36][C:32]=3[CH:31]=2)=[O:29])[CH:25]=[C:24](Cl)[N:23]=1.CCN(C(C)C)C(C)C. Product: [Cl:21][C:22]1[N:23]=[C:24]([N:17]2[CH2:18][CH2:19][CH:14]([N:10]3[CH2:9][CH2:8][C:7]4[CH:20]=[C:3]([O:2][CH3:1])[CH:4]=[CH:5][C:6]=4[NH:12][C:11]3=[O:13])[CH2:15][CH2:16]2)[CH:25]=[C:26]([C:28]([C:30]2[CH:39]=[C:38]([CH3:40])[C:33]3[NH:34][C:35](=[O:37])[O:36][C:32]=3[CH:31]=2)=[O:29])[N:27]=1. The catalyst class is: 3. (4) Reactant: [S:1]1[C:5]2[CH:6]=[C:7]([C:10]([OH:12])=O)[CH:8]=[CH:9][C:4]=2[N:3]=[CH:2]1.[NH2:13][CH2:14][CH2:15][CH2:16][CH2:17][OH:18].C1N=CN(C(N2C=NC=C2)=O)C=1. Product: [OH:18][CH2:17][CH2:16][CH2:15][CH2:14][NH:13][C:10]([C:7]1[CH:8]=[CH:9][C:4]2[N:3]=[CH:2][S:1][C:5]=2[CH:6]=1)=[O:12]. The catalyst class is: 7. (5) Reactant: Br[C:2]1[CH:3]=[CH:4][C:5]([N+:8]([O-:10])=[O:9])=[N:6][CH:7]=1.[CH3:11][C:12]1([CH3:25])[NH:17][CH2:16][CH2:15][N:14]([C:18]([O:20][C:21]([CH3:24])([CH3:23])[CH3:22])=[O:19])[CH2:13]1.C(=O)([O-])[O-].[Cs+].[Cs+].C1C=CC(P(C2C=CC3C(=CC=CC=3)C=2C2C3C(=CC=CC=3)C=CC=2P(C2C=CC=CC=2)C2C=CC=CC=2)C2C=CC=CC=2)=CC=1. Product: [CH3:11][C:12]1([CH3:25])[N:17]([C:2]2[CH:7]=[N:6][C:5]([N+:8]([O-:10])=[O:9])=[CH:4][CH:3]=2)[CH2:16][CH2:15][N:14]([C:18]([O:20][C:21]([CH3:24])([CH3:23])[CH3:22])=[O:19])[CH2:13]1. The catalyst class is: 102. (6) Reactant: [CH3:1][O:2][C:3]1[CH:8]=[C:7](Cl)[CH:6]=[CH:5][C:4]=1[N+:10]([O-:12])=[O:11].[H-].[Na+].[CH2:15]([C:21]([O:23][CH2:24][CH3:25])=[O:22])[C:16]([O:18][CH2:19][CH3:20])=[O:17].Cl. Product: [CH3:1][O:2][C:3]1[CH:8]=[C:7]([CH:15]([C:16]([O:18][CH2:19][CH3:20])=[O:17])[C:21]([O:23][CH2:24][CH3:25])=[O:22])[CH:6]=[CH:5][C:4]=1[N+:10]([O-:12])=[O:11]. The catalyst class is: 3. (7) Reactant: [N:1]1[CH:6]=[CH:5][C:4](B(O)O)=[CH:3][CH:2]=1.Br[C:11]1[CH:12]=[N:13][C:14]([N:17]([C@H:19]2[CH2:24][CH2:23][C@H:22]([C:25]#[C:26][CH2:27][N:28]([CH3:30])[CH3:29])[CH2:21][CH2:20]2)[CH3:18])=[N:15][CH:16]=1.C([O-])([O-])=O.[Na+].[Na+]. Product: [CH3:30][N:28]([CH3:29])[CH2:27][C:26]#[C:25][C@H:22]1[CH2:21][CH2:20][C@H:19]([N:17]([CH3:18])[C:14]2[N:13]=[CH:12][C:11]([C:4]3[CH:5]=[CH:6][N:1]=[CH:2][CH:3]=3)=[CH:16][N:15]=2)[CH2:24][CH2:23]1. The catalyst class is: 75. (8) Reactant: [N:1]1([CH2:6][C:7]2[CH:8]=[C:9]([C:19](=[O:21])[CH3:20])[CH:10]=[C:11]([CH2:13][N:14]3[CH:18]=[CH:17][CH:16]=[N:15]3)[CH:12]=2)[CH:5]=[CH:4][CH:3]=[N:2]1.[CH3:22][O-:23].[Na+].[Cl-].[NH4+:26]. Product: [N:1]1([CH2:6][C:7]2[CH:8]=[C:9]([C:19](=[O:21])[CH2:20][C:22]([C:6]3[N:1]=[CH:5][CH:4]=[CH:3][N:26]=3)=[O:23])[CH:10]=[C:11]([CH2:13][N:14]3[CH:18]=[CH:17][CH:16]=[N:15]3)[CH:12]=2)[CH:5]=[CH:4][CH:3]=[N:2]1. The catalyst class is: 1. (9) Reactant: [CH2:1]([O:3][C:4]1[CH:9]=[CH:8][C:7]([F:10])=[CH:6][CH:5]=1)[CH3:2].CN(C)CCN(C)CCN(C)C.[Li]CCCC.CN([CH:31]=[O:32])C. Product: [CH2:1]([O:3][C:4]1[CH:5]=[CH:6][C:7]([F:10])=[C:8]([CH:9]=1)[CH:31]=[O:32])[CH3:2]. The catalyst class is: 1. (10) Reactant: [N:1]1[C:10]2[C:5](=[CH:6][CH:7]=[CH:8][CH:9]=2)[C:4]([O:11][C@H:12]2[CH2:17][CH2:16][C@H:15]([CH:18]([CH2:22][CH3:23])C(O)=O)[CH2:14][CH2:13]2)=[CH:3][CH:2]=1.P([N:40]=[N+]=[N-])(=O)(OC1C=CC=CC=1)OC1C=CC=CC=1.[Li+].[OH-].Cl. Product: [N:1]1[C:10]2[C:5](=[CH:6][CH:7]=[CH:8][CH:9]=2)[C:4]([O:11][C@H:12]2[CH2:17][CH2:16][C@H:15]([CH:18]([NH2:40])[CH2:22][CH3:23])[CH2:14][CH2:13]2)=[CH:3][CH:2]=1. The catalyst class is: 93.